This data is from Reaction yield outcomes from USPTO patents with 853,638 reactions. The task is: Predict the reaction yield, written as a fraction of the theoretical maximum amount of product (1.0 means a 100% yield; for example, 0.34 means a 34% yield). The yield is 0.920. The catalyst is CCCCCC. The product is [C:11]1([CH:17]([N:23]2[CH:27]=[C:26]([C:28]3[C:29]4[CH:36]=[CH:35][N:34]([CH2:37][O:38][CH2:39][CH2:40][Si:41]([CH3:42])([CH3:44])[CH3:43])[C:30]=4[N:31]=[CH:32][N:33]=3)[CH:25]=[N:24]2)[CH2:18][CH2:19][OH:20])[CH:16]=[CH:15][CH:14]=[CH:13][CH:12]=1. The reactants are [H-].C([Al+]CC(C)C)C(C)C.[C:11]1([CH:17]([N:23]2[CH:27]=[C:26]([C:28]3[C:29]4[CH:36]=[CH:35][N:34]([CH2:37][O:38][CH2:39][CH2:40][Si:41]([CH3:44])([CH3:43])[CH3:42])[C:30]=4[N:31]=[CH:32][N:33]=3)[CH:25]=[N:24]2)[CH2:18][C:19](OC)=[O:20])[CH:16]=[CH:15][CH:14]=[CH:13][CH:12]=1.C(Cl)Cl.